Predict the reaction yield, written as a fraction of the theoretical maximum amount of product (1.0 means a 100% yield; for example, 0.34 means a 34% yield). From a dataset of Reaction yield outcomes from USPTO patents with 853,638 reactions. The reactants are [CH3:1][CH:2]1[CH2:8][CH2:7][NH:6][CH2:5][C:4]2[CH:9]=[CH:10][C:11]([N:13]3[CH2:18][CH2:17][O:16][CH2:15][CH2:14]3)=[N:12][C:3]1=2.C(OCC)(=O)C.[ClH:25]. No catalyst specified. The product is [ClH:25].[CH3:1][CH:2]1[CH2:8][CH2:7][NH:6][CH2:5][C:4]2[CH:9]=[CH:10][C:11]([N:13]3[CH2:18][CH2:17][O:16][CH2:15][CH2:14]3)=[N:12][C:3]1=2. The yield is 0.730.